This data is from Forward reaction prediction with 1.9M reactions from USPTO patents (1976-2016). The task is: Predict the product of the given reaction. (1) The product is: [F:1][C:2]1[CH:10]=[CH:9][CH:8]=[C:7]2[C:3]=1[CH:4]=[CH:5][N:6]2[C@H:14]([CH3:18])[C:15]([OH:17])=[O:16]. Given the reactants [F:1][C:2]1[CH:10]=[CH:9][CH:8]=[C:7]2[C:3]=1[CH:4]=[CH:5][NH:6]2.[H-].[Na+].Br[C@@H:14]([CH3:18])[C:15]([OH:17])=[O:16].O, predict the reaction product. (2) Given the reactants [Br:1][C:2]1[CH:7]=[CH:6][C:5]([OH:8])=[CH:4][CH:3]=1.[CH3:9][O:10][CH2:11][CH2:12]O.C1(P(C2C=CC=CC=2)C2C=CC=CC=2)C=CC=CC=1.N(C(OC(C)C)=O)=NC(OC(C)C)=O, predict the reaction product. The product is: [Br:1][C:2]1[CH:7]=[CH:6][C:5]([O:8][CH2:12][CH2:11][O:10][CH3:9])=[CH:4][CH:3]=1. (3) Given the reactants [C:1]([O:5][CH2:6][CH3:7])(=[O:4])[CH:2]=[O:3].[NH2:8][CH2:9][CH2:10][CH2:11]O.[CH3:13][C:14]1[CH:15]=[CH:16][C:17]([N:23]2[N:27]=[CH:26][CH:25]=[N:24]2)=[C:18]([CH:22]=1)[C:19]([OH:21])=O, predict the reaction product. The product is: [CH3:13][C:14]1[CH:15]=[CH:16][C:17]([N:23]2[N:27]=[CH:26][CH:25]=[N:24]2)=[C:18]([CH:22]=1)[C:19]([N:8]1[CH2:9][CH2:10][CH2:11][O:3][CH:2]1[C:1]([O:5][CH2:6][CH3:7])=[O:4])=[O:21].